Dataset: Tox21: 12 toxicity assays (nuclear receptors and stress response pathways). Task: Binary classification across 12 toxicity assays. (1) The compound is Nc1ccc(C(=O)OCCCOC(=O)c2ccc(N)cc2)cc1. It tested positive (active) for: NR-AhR (Aryl hydrocarbon Receptor agonist activity), and NR-Aromatase (Aromatase enzyme inhibition). (2) The molecule is COc1cc(Cl)c(OC)cc1N. It tested positive (active) for: NR-AhR (Aryl hydrocarbon Receptor agonist activity). (3) It tested positive (active) for: SR-ARE (Antioxidant Response Element (oxidative stress)). The molecule is CCCCCCn1cc[n+](C)c1.F[B-](F)(F)F. (4) The drug is COc1cccc2c1C(=O)c1c(O)c3c(c(O)c1C2=O)C[C@@](O)(C(=O)CO)C[C@@H]3O[C@H]1C[C@H](N)[C@H](O)[C@H](C)O1. It tested positive (active) for: NR-AR-LBD (Androgen Receptor Ligand Binding Domain agonist), NR-Aromatase (Aromatase enzyme inhibition), NR-ER-LBD (Estrogen Receptor Ligand Binding Domain agonist), SR-ARE (Antioxidant Response Element (oxidative stress)), SR-ATAD5 (ATAD5 genotoxicity (DNA damage)), SR-MMP (Mitochondrial Membrane Potential disruption), and SR-p53 (p53 tumor suppressor activation).